This data is from Forward reaction prediction with 1.9M reactions from USPTO patents (1976-2016). The task is: Predict the product of the given reaction. (1) Given the reactants C1(P(C2CCCCC2)C2C=CC=CC=2C2C=CC=CC=2)CCCCC1.[O:26]1[CH2:31][CH:30]=[C:29](B2OC(C)(C)C(C)(C)O2)[CH2:28][CH2:27]1.[Cl:41][C:42]1[N:47]=[C:46](Cl)[CH:45]=[CH:44][N:43]=1.[F-].[K+].C([O-])(O)=O.[Na+], predict the reaction product. The product is: [Cl:41][C:42]1[N:47]=[C:46]([C:29]2[CH2:28][CH2:27][O:26][CH2:31][CH:30]=2)[CH:45]=[CH:44][N:43]=1. (2) Given the reactants [Cl:1][C:2]1[CH:3]=[C:4]2[C:8](=[C:9]([CH:11]([O:14][CH2:15][C:16]3([C:29]4[CH:34]=[CH:33][C:32]([F:35])=[CH:31][CH:30]=4)[CH2:21][CH2:20][N:19]([C:22]([O:24][C:25]([CH3:28])([CH3:27])[CH3:26])=[O:23])[CH2:18][CH2:17]3)[CH2:12][F:13])[CH:10]=1)[NH:7][N:6]=[CH:5]2.[OH-].[Na+].C(O)C.C1C(=O)N([Cl:48])C(=O)C1, predict the reaction product. The product is: [Cl:48][C:5]1[C:4]2[C:8](=[C:9]([C@H:11]([O:14][CH2:15][C:16]3([C:29]4[CH:30]=[CH:31][C:32]([F:35])=[CH:33][CH:34]=4)[CH2:21][CH2:20][N:19]([C:22]([O:24][C:25]([CH3:28])([CH3:27])[CH3:26])=[O:23])[CH2:18][CH2:17]3)[CH2:12][F:13])[CH:10]=[C:2]([Cl:1])[CH:3]=2)[NH:7][N:6]=1. (3) Given the reactants [F:1][C:2]([F:23])([F:22])[C:3]1[CH:8]=[CH:7][C:6]([C:9]2[CH:13]=[C:12]([C:14]3[CH:15]=[C:16]([CH:19]=[CH:20][CH:21]=3)[CH:17]=[O:18])[O:11][N:10]=2)=[CH:5][CH:4]=1.P([O-])(O)(O)=[O:25].[Na+].CC(=CC)C.Cl([O-])=O.[Na+].S([O-])([O-])=O.[Na+].[Na+].Cl, predict the reaction product. The product is: [F:23][C:2]([F:1])([F:22])[C:3]1[CH:4]=[CH:5][C:6]([C:9]2[CH:13]=[C:12]([C:14]3[CH:15]=[C:16]([CH:19]=[CH:20][CH:21]=3)[C:17]([OH:25])=[O:18])[O:11][N:10]=2)=[CH:7][CH:8]=1. (4) The product is: [OH:1][CH:2]([CH:22]=[CH2:23])[CH:3]([NH:9][C:10]([C:12]1[C:13]([C:18]([F:19])([F:20])[F:21])=[N:14][N:15]([CH3:17])[CH:16]=1)=[O:11])[C:4](=[O:6])[NH:25][CH3:24]. Given the reactants [OH:1][CH:2]([CH:22]=[CH2:23])[CH:3]([NH:9][C:10]([C:12]1[C:13]([C:18]([F:21])([F:20])[F:19])=[N:14][N:15]([CH3:17])[CH:16]=1)=[O:11])[C:4]([O:6]CC)=O.[CH3:24][NH2:25], predict the reaction product. (5) Given the reactants I[CH:2]1[CH2:5][N:4]([C:6]([O:8][C:9]([CH3:12])([CH3:11])[CH3:10])=[O:7])[CH2:3]1.[CH3:13][NH2:14], predict the reaction product. The product is: [NH3:4].[CH3:13][NH:14][CH:2]1[CH2:5][N:4]([C:6]([O:8][C:9]([CH3:12])([CH3:11])[CH3:10])=[O:7])[CH2:3]1. (6) Given the reactants [NH2:1][C:2]1[C:3]([C:8]([NH:11][C:12]2[CH:17]=[CH:16][CH:15]=[C:14]([F:18])[C:13]=2[F:19])=[N:9][NH2:10])=[N:4][CH:5]=[CH:6][N:7]=1.[CH:20](O)=O.C([O-])(O)=O.[Na+].[OH-].[Na+], predict the reaction product. The product is: [F:19][C:13]1[C:14]([F:18])=[CH:15][CH:16]=[CH:17][C:12]=1[N:11]1[CH:20]=[N:10][N:9]=[C:8]1[C:3]1[C:2]([NH2:1])=[N:7][CH:6]=[CH:5][N:4]=1.